Dataset: Catalyst prediction with 721,799 reactions and 888 catalyst types from USPTO. Task: Predict which catalyst facilitates the given reaction. (1) Reactant: [Cl:1][C:2]1[CH:11]=[CH:10][C:9]2[N:8]=[CH:7][C:6]3[N:12]=[N:13][N:14]([CH:15]4[CH2:20][CH2:19][NH:18][CH2:17][CH2:16]4)[C:5]=3[C:4]=2[N:3]=1.[C:21](O)(=[O:25])[CH:22]([CH3:24])[CH3:23].CN(C(ON1N=NC2C=CC=NC1=2)=[N+](C)C)C.F[P-](F)(F)(F)(F)F.CCN(C(C)C)C(C)C. Product: [Cl:1][C:2]1[CH:11]=[CH:10][C:9]2[N:8]=[CH:7][C:6]3[N:12]=[N:13][N:14]([CH:15]4[CH2:20][CH2:19][N:18]([C:21](=[O:25])[CH:22]([CH3:24])[CH3:23])[CH2:17][CH2:16]4)[C:5]=3[C:4]=2[N:3]=1. The catalyst class is: 18. (2) Product: [CH3:17][O:16][C:13]1[CH:12]=[CH:11][C:10]([C:9]#[C:8][C:5]2([C:3]([OH:4])=[O:2])[CH2:6][CH2:7]2)=[CH:15][CH:14]=1. Reactant: C[O:2][C:3]([C:5]1([C:8]#[C:9][C:10]2[CH:15]=[CH:14][C:13]([O:16][CH3:17])=[CH:12][CH:11]=2)[CH2:7][CH2:6]1)=[O:4].[OH-].[Li+].O. The catalyst class is: 1. (3) Reactant: C([O:4][CH:5]([O:13][CH:14]([CH3:16])[CH3:15])[C:6]([CH3:12])([CH3:11])[C:7](=[O:10])[CH2:8][CH3:9])(C)C.C([N-][CH:21]([CH3:23])[CH3:22])(C)C.[Li+].[CH3:25][C@@H:26]([CH2:29][CH:30]=[CH2:31])[CH:27]=[O:28].[NH4+].[Cl-]. Product: [CH:14]([O:13][CH:5]([O:4][CH:21]([CH3:22])[CH3:23])[C:6]([CH3:11])([CH3:12])[C:7](=[O:10])[C@H:8]([CH3:9])[C@@H:27]([OH:28])[C@@H:26]([CH3:25])[CH2:29][CH:30]=[CH2:31])([CH3:15])[CH3:16]. The catalyst class is: 76.